Dataset: Reaction yield outcomes from USPTO patents with 853,638 reactions. Task: Predict the reaction yield, written as a fraction of the theoretical maximum amount of product (1.0 means a 100% yield; for example, 0.34 means a 34% yield). (1) The reactants are [NH:1]1[C:9]2[C:4](=[CH:5][CH:6]=[CH:7][CH:8]=2)[C:3](/[CH:10]=[CH:11]/[C:12]2[CH:20]=[CH:19][C:15]([C:16]([OH:18])=O)=[CH:14][CH:13]=2)=[N:2]1.CN1CCOCC1.[ClH:28].C(N=C=NCCCN(C)C)C.O.ON1C2C=CC=CC=2N=N1.[CH3:51][O:52][CH2:53][CH2:54][N:55]1[CH2:60][CH2:59][NH:58][CH2:57][C:56]1=[O:61].C(OCC)(=O)C.Cl. No catalyst specified. The product is [ClH:28].[NH:1]1[C:9]2[C:4](=[CH:5][CH:6]=[CH:7][CH:8]=2)[C:3](/[CH:10]=[CH:11]/[C:12]2[CH:13]=[CH:14][C:15]([C:16]([N:58]3[CH2:59][CH2:60][N:55]([CH2:54][CH2:53][O:52][CH3:51])[C:56](=[O:61])[CH2:57]3)=[O:18])=[CH:19][CH:20]=2)=[N:2]1. The yield is 0.120. (2) The reactants are [Cl:1][C:2]1[CH:13]=[CH:12][C:11]([CH:14]=[CH:15][CH2:16][O:17][CH3:18])=[CH:10][C:3]=1[C:4]([NH:6][CH:7]1[CH2:9][CH2:8]1)=[O:5].CN(C=O)C.C1(S(NN)(=O)=O)C=CC=CC=1. The catalyst is C1(C)C=CC=CC=1. The product is [Cl:1][C:2]1[CH:13]=[CH:12][C:11]([CH2:14][CH2:15][CH2:16][O:17][CH3:18])=[CH:10][C:3]=1[C:4]([NH:6][CH:7]1[CH2:8][CH2:9]1)=[O:5]. The yield is 0.780. (3) The reactants are [C:1](Cl)(=[O:4])[CH:2]=[CH2:3].[F:6][C:7]1[CH:28]=[C:27]([N+:29]([O-:31])=[O:30])[CH:26]=[CH:25][C:8]=1[O:9][C:10]1[CH:15]=[CH:14][N:13]=[C:12]2[CH:16]=[C:17]([C:19]3[CH2:20][CH2:21][NH:22][CH2:23][CH:24]=3)[S:18][C:11]=12.C([O-])([O-])=O.[K+].[K+]. No catalyst specified. The product is [F:6][C:7]1[CH:28]=[C:27]([N+:29]([O-:31])=[O:30])[CH:26]=[CH:25][C:8]=1[O:9][C:10]1[CH:15]=[CH:14][N:13]=[C:12]2[CH:16]=[C:17]([C:19]3[CH2:20][CH2:21][N:22]([C:1](=[O:4])[CH:2]=[CH2:3])[CH2:23][CH:24]=3)[S:18][C:11]=12. The yield is 1.00. (4) The catalyst is O1CCOCC1.C1C=CC(/C=C/C(/C=C/C2C=CC=CC=2)=O)=CC=1.C1C=CC(/C=C/C(/C=C/C2C=CC=CC=2)=O)=CC=1.C1C=CC(/C=C/C(/C=C/C2C=CC=CC=2)=O)=CC=1.[Pd].[Pd].O. The yield is 0.730. The product is [F:1][C:2]1[CH:7]=[C:6]([N:33]2[CH2:34][C:35]([F:37])([F:36])[C:31]([F:38])([F:30])[CH2:32]2)[CH:5]=[CH:4][C:3]=1[N:9]1[CH:14]=[C:13]([O:15][CH3:16])[C:12](=[O:17])[C:11]([C:18]2[N:22]([C:23]3[CH:28]=[CH:27][CH:26]=[CH:25][CH:24]=3)[N:21]=[CH:20][CH:19]=2)=[N:10]1. The reactants are [F:1][C:2]1[CH:7]=[C:6](I)[CH:5]=[CH:4][C:3]=1[N:9]1[CH:14]=[C:13]([O:15][CH3:16])[C:12](=[O:17])[C:11]([C:18]2[N:22]([C:23]3[CH:28]=[CH:27][CH:26]=[CH:25][CH:24]=3)[N:21]=[CH:20][CH:19]=2)=[N:10]1.Cl.[F:30][C:31]1([F:38])[C:35]([F:37])([F:36])[CH2:34][NH:33][CH2:32]1.CC1(C)C2C(=C(P(C3C=CC=CC=3)C3C=CC=CC=3)C=CC=2)OC2C(P(C3C=CC=CC=3)C3C=CC=CC=3)=CC=CC1=2.CC([O-])(C)C.[Na+]. (5) The reactants are [Cl:1][C:2]1[CH:7]=[C:6]([C:8]([F:17])([C:13]([F:16])([F:15])[F:14])[C:9]([F:12])([F:11])[F:10])[CH:5]=[C:4]([Cl:18])[C:3]=1[NH:19][C:20](=[O:30])[C:21]1[CH:26]=[CH:25][C:24]([N+:27]([O-])=O)=[CH:23][CH:22]=1.[BH4-].[Na+].N. The catalyst is CO.C(OCC)(=O)C.O.O.O.O.O.O.O.[Ni](Cl)Cl. The product is [NH2:27][C:24]1[CH:23]=[CH:22][C:21]([C:20]([NH:19][C:3]2[C:4]([Cl:18])=[CH:5][C:6]([C:8]([F:17])([C:13]([F:14])([F:15])[F:16])[C:9]([F:10])([F:11])[F:12])=[CH:7][C:2]=2[Cl:1])=[O:30])=[CH:26][CH:25]=1. The yield is 0.960.